Dataset: Merck oncology drug combination screen with 23,052 pairs across 39 cell lines. Task: Regression. Given two drug SMILES strings and cell line genomic features, predict the synergy score measuring deviation from expected non-interaction effect. (1) Drug 1: NC1CCCCC1N.O=C(O)C(=O)O.[Pt+2]. Drug 2: Cn1cc(-c2cnn3c(N)c(Br)c(C4CCCNC4)nc23)cn1. Cell line: RPMI7951. Synergy scores: synergy=2.31. (2) Drug 1: N#Cc1ccc(Cn2cncc2CN2CCN(c3cccc(Cl)c3)C(=O)C2)cc1. Drug 2: NC1CCCCC1N.O=C(O)C(=O)O.[Pt+2]. Cell line: MSTO. Synergy scores: synergy=2.84. (3) Drug 1: NC1(c2ccc(-c3nc4ccn5c(=O)[nH]nc5c4cc3-c3ccccc3)cc2)CCC1. Drug 2: CNC(=O)c1cc(Oc2ccc(NC(=O)Nc3ccc(Cl)c(C(F)(F)F)c3)cc2)ccn1. Cell line: LOVO. Synergy scores: synergy=3.29. (4) Drug 1: N.N.O=C(O)C1(C(=O)O)CCC1.[Pt]. Drug 2: NC1(c2ccc(-c3nc4ccn5c(=O)[nH]nc5c4cc3-c3ccccc3)cc2)CCC1. Cell line: COLO320DM. Synergy scores: synergy=0.586. (5) Drug 1: N#Cc1ccc(Cn2cncc2CN2CCN(c3cccc(Cl)c3)C(=O)C2)cc1. Drug 2: C#Cc1cccc(Nc2ncnc3cc(OCCOC)c(OCCOC)cc23)c1. Cell line: SKOV3. Synergy scores: synergy=16.9. (6) Drug 1: CCN(CC)CCNC(=O)c1c(C)[nH]c(C=C2C(=O)Nc3ccc(F)cc32)c1C. Drug 2: CC(C)CC(NC(=O)C(Cc1ccccc1)NC(=O)c1cnccn1)B(O)O. Cell line: T47D. Synergy scores: synergy=1.44. (7) Synergy scores: synergy=3.36. Drug 2: CCc1c2c(nc3ccc(O)cc13)-c1cc3c(c(=O)n1C2)COC(=O)C3(O)CC. Drug 1: COC1CC2CCC(C)C(O)(O2)C(=O)C(=O)N2CCCCC2C(=O)OC(C(C)CC2CCC(OP(C)(C)=O)C(OC)C2)CC(=O)C(C)C=C(C)C(O)C(OC)C(=O)C(C)CC(C)C=CC=CC=C1C. Cell line: COLO320DM.